This data is from Reaction yield outcomes from USPTO patents with 853,638 reactions. The task is: Predict the reaction yield, written as a fraction of the theoretical maximum amount of product (1.0 means a 100% yield; for example, 0.34 means a 34% yield). (1) The reactants are N[C:2]1[CH:7]=[C:6]([F:8])[C:5]([N:9]2[CH2:14][CH2:13][N:12]([C:15](=[O:17])[CH3:16])[CH2:11][CH2:10]2)=[C:4]([F:18])[CH:3]=1.N([O-])=[O:20].[Na+].C(=O)([O-])[O-].[Na+].[Na+]. The catalyst is S(=O)(=O)(O)O.O.[O-]S([O-])(=O)=O.[Cu+2]. The product is [F:8][C:6]1[CH:7]=[C:2]([OH:20])[CH:3]=[C:4]([F:18])[C:5]=1[N:9]1[CH2:14][CH2:13][N:12]([C:15](=[O:17])[CH3:16])[CH2:11][CH2:10]1. The yield is 0.0400. (2) The reactants are [CH:1]([C:4]1[CH:5]=[CH:6][CH:7]=[C:8]2[C:12]=1[NH:11][CH:10]=[CH:9]2)([CH3:3])[CH3:2].[C:13](Cl)(=[O:17])[C:14](Cl)=O.Cl[CH2:20]Cl.[CH2:22]([O:24][CH2:25][CH3:26])[CH3:23]. No catalyst specified. The product is [CH2:23]([C:22]1([CH2:14][CH2:13][OH:17])[C:10]2[NH:11][C:12]3[C:8]([C:9]=2[CH2:26][CH2:25][O:24]1)=[CH:7][CH:6]=[CH:5][C:4]=3[CH:1]([CH3:3])[CH3:2])[CH3:20]. The yield is 0.240.